This data is from Forward reaction prediction with 1.9M reactions from USPTO patents (1976-2016). The task is: Predict the product of the given reaction. (1) Given the reactants C([O:8][C:9]1[CH:10]=[C:11]2[C:16](=[CH:17][C:18]=1[O:19][CH3:20])[N:15]=[CH:14][N:13]=[C:12]2[NH:21][C:22]1[CH:27]=[CH:26][C:25]([F:28])=[C:24]([Cl:29])[CH:23]=1)C1C=CC=CC=1, predict the reaction product. The product is: [Cl:29][C:24]1[CH:23]=[C:22]([NH:21][C:12]2[C:11]3[C:16](=[CH:17][C:18]([O:19][CH3:20])=[C:9]([OH:8])[CH:10]=3)[N:15]=[CH:14][N:13]=2)[CH:27]=[CH:26][C:25]=1[F:28]. (2) Given the reactants [Cl:1][C:2](Cl)([O:4]C(=O)OC(Cl)(Cl)Cl)Cl.N1C=CC=CC=1.[C:19]12([OH:29])[CH2:28][CH:23]3[CH2:24][CH:25]([CH2:27][CH:21]([CH2:22]3)[CH2:20]1)[CH2:26]2, predict the reaction product. The product is: [C:2]([Cl:1])(=[O:4])[O:29][C:19]12[CH2:26][CH:25]3[CH2:24][CH:23]([CH2:22][CH:21]([CH2:27]3)[CH2:20]1)[CH2:28]2. (3) Given the reactants [O:1]=[C:2]1[C:6]2([CH2:11][CH2:10][N:9]([C:12]([O:14][C:15]([CH3:18])([CH3:17])[CH3:16])=[O:13])[CH2:8][CH2:7]2)[CH2:5][CH2:4][CH2:3]1.[CH:19](OCC)=[O:20].CC(C)([O-])C.[K+].Cl, predict the reaction product. The product is: [OH:20][CH2:19][CH:3]1[CH2:4][CH2:5][C:6]2([CH2:7][CH2:8][N:9]([C:12]([O:14][C:15]([CH3:18])([CH3:17])[CH3:16])=[O:13])[CH2:10][CH2:11]2)[C:2]1=[O:1]. (4) Given the reactants [CH3:1][O:2][C:3](=[O:19])[CH:4]=[CH:5][C:6]1[CH:11]=[CH:10][CH:9]=[C:8]([CH2:12][NH:13][S:14]([CH2:17]Br)(=[O:16])=[O:15])[CH:7]=1.[N-:20]=[N+:21]=[N-:22].[Na+], predict the reaction product. The product is: [CH3:1][O:2][C:3](=[O:19])[CH:4]=[CH:5][C:6]1[CH:11]=[CH:10][CH:9]=[C:8]([CH2:12][NH:13][S:14]([CH2:17][N:20]=[N+:21]=[N-:22])(=[O:16])=[O:15])[CH:7]=1. (5) Given the reactants [H-].[Na+].[CH2:3]([OH:7])[C:4]#[C:5][CH3:6].[Cl:8][C:9]1[C:10](F)=[N:11][C:12]([F:23])=[N:13][C:14]=1[N:15]1[CH2:20][CH:19]([CH3:21])[CH2:18][CH:17]([CH3:22])[CH2:16]1.[Cl-].[NH4+], predict the reaction product. The product is: [Cl:8][C:9]1[C:10]([O:7][CH2:3][C:4]#[C:5][CH3:6])=[N:11][C:12]([F:23])=[N:13][C:14]=1[N:15]1[CH2:20][CH:19]([CH3:21])[CH2:18][CH:17]([CH3:22])[CH2:16]1. (6) Given the reactants CC1C(NC(=O)CCC(OCC)=O)=C(C=CC=1Cl)C(O)=O.[C:22]([O:26][C:27](=[O:40])[CH2:28][C:29]1[C:30]2[S:39][CH:38]=[CH:37][C:31]=2[NH:32][C:33](=[O:36])[CH2:34][CH:35]=1)([CH3:25])([CH3:24])[CH3:23], predict the reaction product. The product is: [C:22]([O:26][C:27](=[O:40])[CH2:28][CH:29]1[CH2:35][CH2:34][C:33](=[O:36])[NH:32][C:31]2[CH:37]=[CH:38][S:39][C:30]1=2)([CH3:25])([CH3:23])[CH3:24]. (7) Given the reactants FC(F)(F)C(O)=O.C(OC([N:15]1[CH2:20][CH2:19][N:18]([C:21](=[O:31])[C:22]2[CH:27]=[C:26]([O:28][CH3:29])[CH:25]=[CH:24][C:23]=2[Br:30])[CH2:17][CH2:16]1)=O)(C)(C)C.O.[OH-].[Na+], predict the reaction product. The product is: [Br:30][C:23]1[CH:24]=[CH:25][C:26]([O:28][CH3:29])=[CH:27][C:22]=1[C:21]([N:18]1[CH2:17][CH2:16][NH:15][CH2:20][CH2:19]1)=[O:31]. (8) Given the reactants [CH3:1][O:2][C:3](=[O:12])[C:4]1[CH:9]=[CH:8][C:7]([CH:10]=[O:11])=[CH:6][CH:5]=1.C1(C)C(S([CH2:22][N+:23]#[C-:24])(=O)=O)=CC=CC=1.C(=O)([O-])[O-].[Na+].[Na+], predict the reaction product. The product is: [CH3:1][O:2][C:3](=[O:12])[C:4]1[CH:9]=[CH:8][C:7]([C:10]2[O:11][CH:24]=[N:23][CH:22]=2)=[CH:6][CH:5]=1.